Dataset: Forward reaction prediction with 1.9M reactions from USPTO patents (1976-2016). Task: Predict the product of the given reaction. (1) Given the reactants Cl[C:2]1[N:3]=[C:4]([N:23]2[CH2:28][CH2:27][O:26][CH2:25][CH2:24]2)[C:5]2[N:11]=[C:10]([CH2:12][N:13]3[CH2:18][CH2:17][CH:16]([CH:19]4[CH2:22][O:21][CH2:20]4)[CH2:15][CH2:14]3)[CH:9]=[CH:8][C:6]=2[N:7]=1.[Si]([N:36]1[C:44]2[C:39](=[C:40](B3OC(C)(C)C(C)(C)O3)[C:41]([F:45])=[CH:42][CH:43]=2)[CH:38]=[CH:37]1)(C(C)(C)C)(C)C, predict the reaction product. The product is: [F:45][C:41]1[C:40]([C:2]2[N:3]=[C:4]([N:23]3[CH2:28][CH2:27][O:26][CH2:25][CH2:24]3)[C:5]3[N:11]=[C:10]([CH2:12][N:13]4[CH2:18][CH2:17][CH:16]([CH:19]5[CH2:22][O:21][CH2:20]5)[CH2:15][CH2:14]4)[CH:9]=[CH:8][C:6]=3[N:7]=2)=[C:39]2[C:44](=[CH:43][CH:42]=1)[NH:36][CH:37]=[CH:38]2. (2) Given the reactants [CH2:1]([N:4]1[CH2:13][CH2:12][C:11]2[C:6](=[CH:7][CH:8]=[C:9]([O:14][C:15]3[CH:22]=[CH:21][C:18]([C:19]#[N:20])=[CH:17][N:16]=3)[CH:10]=2)[C:5]1=[O:23])[CH:2]=C.I([O-])(=O)(=O)=[O:25].[Na+], predict the reaction product. The product is: [O:23]=[C:5]1[C:6]2[C:11](=[CH:10][C:9]([O:14][C:15]3[CH:22]=[CH:21][C:18]([C:19]#[N:20])=[CH:17][N:16]=3)=[CH:8][CH:7]=2)[CH2:12][CH2:13][N:4]1[CH2:1][CH:2]=[O:25]. (3) Given the reactants [NH2:1][C:2]1[N:7]=[CH:6][N:5]=[C:4]2[N:8]([CH:13]([C:15]3[C:16]([O:34][CH3:35])=[C:17]([CH:23]4[CH2:26][N:25]([C:27]([O:29][C:30]([CH3:33])([CH3:32])[CH3:31])=[O:28])[CH2:24]4)[C:18]([F:22])=[C:19]([Cl:21])[CH:20]=3)[CH3:14])[N:9]=[C:10]([CH:11]=[CH2:12])[C:3]=12.C[N+]1([O-])CC[O:40]CC1.[OH2:44], predict the reaction product. The product is: [NH2:1][C:2]1[N:7]=[CH:6][N:5]=[C:4]2[N:8]([CH:13]([C:15]3[C:16]([O:34][CH3:35])=[C:17]([CH:23]4[CH2:24][N:25]([C:27]([O:29][C:30]([CH3:33])([CH3:32])[CH3:31])=[O:28])[CH2:26]4)[C:18]([F:22])=[C:19]([Cl:21])[CH:20]=3)[CH3:14])[N:9]=[C:10]([CH:11]([OH:40])[CH2:12][OH:44])[C:3]=12. (4) Given the reactants [CH2:1]([NH:8][CH2:9][C:10]1[CH:15]=[C:14]([C:16]([F:19])([F:18])[F:17])[CH:13]=[CH:12][C:11]=1[Br:20])[C:2]1[CH:7]=[CH:6][CH:5]=[CH:4][CH:3]=1.[CH:21]1([C:24](Cl)=[O:25])[CH2:23][CH2:22]1, predict the reaction product. The product is: [CH2:1]([N:8]([CH2:9][C:10]1[CH:15]=[C:14]([C:16]([F:19])([F:17])[F:18])[CH:13]=[CH:12][C:11]=1[Br:20])[C:24]([CH:21]1[CH2:23][CH2:22]1)=[O:25])[C:2]1[CH:3]=[CH:4][CH:5]=[CH:6][CH:7]=1. (5) Given the reactants [C:1]([NH:4][C:5]1[CH:6]=[CH:7][C:8]([S:14][C:15]2[CH:20]=[CH:19][CH:18]=[CH:17][C:16]=2[C:21](O)=[O:22])=[C:9]([CH:13]=1)[C:10](O)=[O:11])(=O)[CH3:2].C(C1C=CC=C([N+]([O-])=O)C=1SC1C=CC(F)=CC=1C(O)=O)(O)=O.B, predict the reaction product. The product is: [CH2:1]([NH:4][C:5]1[CH:6]=[CH:7][C:8]([S:14][C:15]2[CH:20]=[CH:19][CH:18]=[CH:17][C:16]=2[CH2:21][OH:22])=[C:9]([CH2:10][OH:11])[CH:13]=1)[CH3:2]. (6) Given the reactants [CH3:1][N:2]([CH:4]=[C:5]1[C:10]2=[N:11][C:12]3[N:13]=[CH:14][CH:15]=[CH:16][C:17]=3[CH:18]=[C:9]2[C:8](=[O:19])[O:7][C:6]1=[O:20])C.CN, predict the reaction product. The product is: [CH3:1][N:2]1[CH:4]=[C:5]([C:6]([OH:7])=[O:20])[C:10]2[N:11]=[C:12]3[N:13]=[CH:14][CH:15]=[CH:16][C:17]3=[CH:18][C:9]=2[C:8]1=[O:19]. (7) Given the reactants [Br:1][C:2]1[C:3]([NH2:12])=[N:4][CH:5]=[C:6]([C:8]([F:11])([F:10])[F:9])[CH:7]=1.Cl[C:14]([C:17]([O:19][CH2:20][CH3:21])=[O:18])=[CH:15][O-].[K+].S(=O)(=O)(O)O.C(O)C, predict the reaction product. The product is: [Br:1][C:2]1[C:3]2[N:4]([C:14]([C:17]([O:19][CH2:20][CH3:21])=[O:18])=[CH:15][N:12]=2)[CH:5]=[C:6]([C:8]([F:11])([F:9])[F:10])[CH:7]=1. (8) Given the reactants C([Li])CCC.[C:6](#[N:8])[CH3:7].CN([CH:12]=[N:13][C:14]1[C:15]([C:24]([O-:26])=O)=[CH:16][C:17]2[C:22]([CH:23]=1)=[CH:21][CH:20]=[CH:19][CH:18]=2)C.C(O)(=O)C, predict the reaction product. The product is: [O:26]=[C:24]1[C:15]2[C:14](=[CH:23][C:22]3[CH:21]=[CH:20][CH:19]=[CH:18][C:17]=3[CH:16]=2)[NH:13][CH:12]=[C:7]1[C:6]#[N:8]. (9) Given the reactants [C:1]([O:5][CH2:6][CH2:7][CH2:8][CH2:9][CH2:10][CH2:11][CH2:12][CH2:13][CH2:14][CH2:15][CH2:16][CH2:17][CH2:18][CH2:19][CH2:20][CH2:21][CH2:22][CH2:23][CH2:24][CH2:25][CH2:26][CH3:27])(=[O:4])[CH:2]=[CH2:3].[C:28]([O:33][CH2:34][CH2:35][CH2:36][CH2:37][CH2:38][CH2:39][CH2:40][CH2:41][CH2:42][CH2:43][CH2:44][CH3:45])(=[O:32])[C:29]([CH3:31])=[CH2:30], predict the reaction product. The product is: [C:1]([O:5][CH2:6][CH2:7][CH2:8][CH2:9][CH2:10][CH2:11][CH2:12][CH2:13][CH2:14][CH2:15][CH2:16][CH2:17][CH2:18][CH2:19][CH2:20][CH2:21][CH2:22][CH2:23][CH2:24][CH2:25][CH2:26][CH3:27])(=[O:4])[CH:2]=[CH2:3].[C:28]([O:33][CH2:34][CH2:35][CH2:36][CH2:37][CH2:38][CH2:39][CH2:40][CH2:41][CH2:42][CH2:43][CH2:44][CH3:45])(=[O:32])[C:29]([CH3:31])=[CH2:30].[C:1]([O:5][CH:6]=[CH2:7])(=[O:4])[CH3:2].